From a dataset of NCI-60 drug combinations with 297,098 pairs across 59 cell lines. Regression. Given two drug SMILES strings and cell line genomic features, predict the synergy score measuring deviation from expected non-interaction effect. (1) Drug 1: C1CCC(C1)C(CC#N)N2C=C(C=N2)C3=C4C=CNC4=NC=N3. Drug 2: C1C(C(OC1N2C=NC3=C(N=C(N=C32)Cl)N)CO)O. Cell line: MDA-MB-435. Synergy scores: CSS=-4.79, Synergy_ZIP=3.40, Synergy_Bliss=4.45, Synergy_Loewe=-6.97, Synergy_HSA=-1.79. (2) Drug 1: C1=CC(=CC=C1C#N)C(C2=CC=C(C=C2)C#N)N3C=NC=N3. Drug 2: CC1C(C(=O)NC(C(=O)N2CCCC2C(=O)N(CC(=O)N(C(C(=O)O1)C(C)C)C)C)C(C)C)NC(=O)C3=C4C(=C(C=C3)C)OC5=C(C(=O)C(=C(C5=N4)C(=O)NC6C(OC(=O)C(N(C(=O)CN(C(=O)C7CCCN7C(=O)C(NC6=O)C(C)C)C)C)C(C)C)C)N)C. Cell line: SF-539. Synergy scores: CSS=36.3, Synergy_ZIP=-2.97, Synergy_Bliss=-3.21, Synergy_Loewe=-27.5, Synergy_HSA=1.24. (3) Synergy scores: CSS=6.11, Synergy_ZIP=1.14, Synergy_Bliss=3.14, Synergy_Loewe=-0.593, Synergy_HSA=-0.312. Drug 1: C1CCC(CC1)NC(=O)N(CCCl)N=O. Cell line: NCI-H322M. Drug 2: CN(CCCl)CCCl.Cl. (4) Drug 1: CC12CCC3C(C1CCC2=O)CC(=C)C4=CC(=O)C=CC34C. Drug 2: CN1C(=O)N2C=NC(=C2N=N1)C(=O)N. Cell line: MDA-MB-435. Synergy scores: CSS=37.1, Synergy_ZIP=4.69, Synergy_Bliss=6.58, Synergy_Loewe=-1.05, Synergy_HSA=1.12. (5) Drug 1: C1CC(C1)(C(=O)O)C(=O)O.[NH2-].[NH2-].[Pt+2]. Drug 2: CC1CCCC2(C(O2)CC(NC(=O)CC(C(C(=O)C(C1O)C)(C)C)O)C(=CC3=CSC(=N3)C)C)C. Cell line: NCIH23. Synergy scores: CSS=62.1, Synergy_ZIP=6.46, Synergy_Bliss=6.43, Synergy_Loewe=-7.86, Synergy_HSA=6.75. (6) Drug 1: CCC1(CC2CC(C3=C(CCN(C2)C1)C4=CC=CC=C4N3)(C5=C(C=C6C(=C5)C78CCN9C7C(C=CC9)(C(C(C8N6C)(C(=O)OC)O)OC(=O)C)CC)OC)C(=O)OC)O. Drug 2: CC1CC(C(C(C=C(C(C(C=CC=C(C(=O)NC2=CC(=O)C(=C(C1)C2=O)OC)C)OC)OC(=O)N)C)C)O)OC. Cell line: OVCAR3. Synergy scores: CSS=61.3, Synergy_ZIP=3.14, Synergy_Bliss=-2.37, Synergy_Loewe=-11.9, Synergy_HSA=-1.24. (7) Cell line: KM12. Synergy scores: CSS=33.3, Synergy_ZIP=-4.96, Synergy_Bliss=-1.71, Synergy_Loewe=-0.349, Synergy_HSA=2.81. Drug 2: C1=CC(=CC=C1CC(C(=O)O)N)N(CCCl)CCCl.Cl. Drug 1: CC1C(C(CC(O1)OC2CC(CC3=C2C(=C4C(=C3O)C(=O)C5=C(C4=O)C(=CC=C5)OC)O)(C(=O)C)O)N)O.Cl. (8) Drug 1: CC12CCC(CC1=CCC3C2CCC4(C3CC=C4C5=CN=CC=C5)C)O. Drug 2: CC(C)CN1C=NC2=C1C3=CC=CC=C3N=C2N. Cell line: HOP-92. Synergy scores: CSS=4.26, Synergy_ZIP=4.48, Synergy_Bliss=-0.165, Synergy_Loewe=0.656, Synergy_HSA=-0.291. (9) Drug 1: C1CC(C1)(C(=O)O)C(=O)O.[NH2-].[NH2-].[Pt+2]. Drug 2: CC=C1C(=O)NC(C(=O)OC2CC(=O)NC(C(=O)NC(CSSCCC=C2)C(=O)N1)C(C)C)C(C)C. Cell line: NCIH23. Synergy scores: CSS=66.6, Synergy_ZIP=0.986, Synergy_Bliss=2.59, Synergy_Loewe=-16.9, Synergy_HSA=3.02.